Predict the reaction yield, written as a fraction of the theoretical maximum amount of product (1.0 means a 100% yield; for example, 0.34 means a 34% yield). From a dataset of Reaction yield outcomes from USPTO patents with 853,638 reactions. (1) The reactants are [NH2:1][C:2]1[N:6]([C:7]2[CH:8]=[C:9]([CH:16]=[CH:17][C:18]=2[CH3:19])[C:10]([NH:12][CH:13]2[CH2:15][CH2:14]2)=[O:11])[CH:5]=[N:4][C:3]=1[C:20]#[N:21].[CH:22]1([Mg]Br)[CH2:27][CH2:26][CH2:25][CH2:24][CH2:23]1.C1C[O:33][CH2:32]C1. The catalyst is C(OCC)(=O)C.O. The product is [CH:22]1([C:20]2[N:21]=[C:32]([OH:33])[N:1]=[C:2]3[C:3]=2[N:4]=[CH:5][N:6]3[C:7]2[CH:8]=[C:9]([CH:16]=[CH:17][C:18]=2[CH3:19])[C:10]([NH:12][CH:13]2[CH2:14][CH2:15]2)=[O:11])[CH2:27][CH2:26][CH2:25][CH2:24][CH2:23]1. The yield is 0.570. (2) The reactants are C([O:3][C:4]([C:6]1[N:7]([CH2:16][C:17]#[N:18])[C:8]2[C:13]([CH:14]=1)=[CH:12][C:11]([Cl:15])=[CH:10][CH:9]=2)=[O:5])C.O[Li].O. The catalyst is C1COCC1.O. The product is [Cl:15][C:11]1[CH:12]=[C:13]2[C:8](=[CH:9][CH:10]=1)[N:7]([CH2:16][C:17]#[N:18])[C:6]([C:4]([OH:5])=[O:3])=[CH:14]2. The yield is 0.840. (3) The yield is 0.852. The product is [C:12]([C:11]1[CH:14]=[CH:15][C:8]([O:7][C:6]2[CH:16]=[CH:17][C:3]([C:1]([OH:20])=[O:2])=[CH:4][CH:5]=2)=[N:9][CH:10]=1)#[N:13]. The reactants are [CH:1]([C:3]1[CH:17]=[CH:16][C:6]([O:7][C:8]2[CH:15]=[CH:14][C:11]([C:12]#[N:13])=[CH:10][N:9]=2)=[CH:5][CH:4]=1)=[O:2].S(=O)(=O)([OH:20])N.Cl([O-])=O.[Na+]. The catalyst is CC(C)=O.O.O. (4) The reactants are CC([O-])(C)C.[K+].[C:7]([O:17][C:18]([CH3:21])([CH3:20])[CH3:19])(=[O:16])[CH2:8][C:9]([O:11][C:12]([CH3:15])([CH3:14])[CH3:13])=[O:10].Br[CH:23]([CH2:29]Br)[C:24]([O:26][CH2:27][CH3:28])=[O:25]. The catalyst is C1COCC1. The product is [C:8]1([C:9]([O:11][C:12]([CH3:13])([CH3:14])[CH3:15])=[O:10])([C:7]([O:17][C:18]([CH3:21])([CH3:20])[CH3:19])=[O:16])[CH2:29][CH:23]1[C:24]([O:26][CH2:27][CH3:28])=[O:25]. The yield is 0.620. (5) The yield is 0.970. The product is [CH2:6]([O:5][C:3]([C:2]1[C:1](=[O:9])[N:23]([CH2:16][C:17]2[CH:18]=[CH:19][CH:20]=[CH:21][CH:22]=2)[C:28]2[C:27]([C:26]=1[OH:25])=[CH:32][C:31]([CH3:33])=[CH:30][CH:29]=2)=[O:4])[CH3:7]. The catalyst is CC(N(C)C)=O. The reactants are [C:1]([O:9]CC)(=O)[CH2:2][C:3]([O:5][CH2:6][CH3:7])=[O:4].[H-].[Na+].[H][H].[CH2:16]([N:23]1[C:28]2[CH:29]=[CH:30][C:31]([CH3:33])=[CH:32][C:27]=2[C:26](=O)[O:25]C1=O)[C:17]1[CH:22]=[CH:21][CH:20]=[CH:19][CH:18]=1. (6) The reactants are Cl[C:2]1[N:7]=[C:6]([NH:8][CH2:9][C:10]2[CH:15]=[CH:14][C:13]([CH3:16])=[CH:12][CH:11]=2)[N:5]=[C:4]([NH:17][CH:18]2[NH:22][C:21](=[O:23])[N:20]([CH3:24])[C:19]2=[O:25])[N:3]=1.C(=O)([O-])[O-].[K+].[K+].[CH3:32][O:33][C:34]1[CH:41]=[CH:40][C:37]([CH2:38][NH2:39])=[CH:36][CH:35]=1. The catalyst is CN(C)C=O.O. The product is [CH3:16][C:13]1[CH:14]=[CH:15][C:10]([CH2:9][NH:8][C:6]2[N:7]=[C:2]([NH:39][CH2:38][C:37]3[CH:40]=[CH:41][C:34]([O:33][CH3:32])=[CH:35][CH:36]=3)[N:3]=[C:4]([NH:17][CH:18]3[NH:22][C:21](=[O:23])[N:20]([CH3:24])[C:19]3=[O:25])[N:5]=2)=[CH:11][CH:12]=1. The yield is 0.770. (7) The reactants are [CH3:1][S:2]([C:5]1[CH:10]=[CH:9][C:8]([CH2:11][S:12](Cl)(=[O:14])=[O:13])=[CH:7][CH:6]=1)(=[O:4])=[O:3].C([NH:18][CH:19]1[CH2:24][CH2:23][CH2:22][CH2:21][CH2:20]1)#C.[CH2:25](N(CC)CC)[CH3:26].Cl. The catalyst is O1CCCC1. The product is [C:25]([C:19]1([NH:18][S:12]([CH2:11][C:8]2[CH:9]=[CH:10][C:5]([S:2]([CH3:1])(=[O:4])=[O:3])=[CH:6][CH:7]=2)(=[O:14])=[O:13])[CH2:20][CH2:21][CH2:22][CH2:23][CH2:24]1)#[CH:26]. The yield is 0.820. (8) The reactants are [F:1][C:2]1[CH:10]=[C:9]2[C:5]([C:6]([C:12]3[N:17]=[C:16]4[C:18]([C:21](O)=[O:22])=[CH:19][NH:20][C:15]4=[N:14][CH:13]=3)=[N:7][N:8]2[CH3:11])=[CH:4][CH:3]=1.[CH3:24][C:25]([CH3:44])([Si:27]([CH3:43])([CH3:42])[O:28][CH2:29][C:30]([CH3:41])([NH2:40])[CH2:31][O:32][Si:33]([CH3:39])([CH3:38])[C:34]([CH3:37])([CH3:36])[CH3:35])[CH3:26].CN(C(ON1N=NC2C=CC=NC1=2)=[N+](C)C)C.F[P-](F)(F)(F)(F)F.CCN(C(C)C)C(C)C. The catalyst is CN(C=O)C.O. The product is [F:1][C:2]1[CH:10]=[C:9]2[C:5]([C:6]([C:12]3[N:17]=[C:16]4[C:18]([C:21]([NH:40][C:30]([CH3:41])([CH2:29][O:28][Si:27]([CH3:43])([CH3:42])[C:25]([CH3:44])([CH3:26])[CH3:24])[CH2:31][O:32][Si:33]([CH3:38])([CH3:39])[C:34]([CH3:37])([CH3:36])[CH3:35])=[O:22])=[CH:19][NH:20][C:15]4=[N:14][CH:13]=3)=[N:7][N:8]2[CH3:11])=[CH:4][CH:3]=1. The yield is 0.460. (9) The reactants are [C-:1]#[N:2].[K+].Cl[CH2:5][CH2:6][C:7]1[CH:8]=[C:9]2[C:13](=[CH:14][CH:15]=1)[NH:12][C:11](=[O:16])[CH2:10]2. The catalyst is CS(C)=O. The product is [C:1]([CH2:5][CH2:6][C:7]1[CH:8]=[C:9]2[C:13](=[CH:14][CH:15]=1)[NH:12][C:11](=[O:16])[CH2:10]2)#[N:2]. The yield is 0.420. (10) The reactants are [CH3:1][O:2][C:3](=[O:15])[C:4]1[CH:9]=[CH:8][C:7]([C:10]([F:13])([F:12])[F:11])=[CH:6][C:5]=1Br.[CH:16]1(B(O)O)[CH2:18][CH2:17]1.O.P([O-])([O-])([O-])=O.[K+].[K+].[K+].C1(P(C2CCCCC2)C2CCCCC2)CCCCC1. The catalyst is C1(C)C=CC=CC=1.O.C([O-])(=O)C.[Pd+2].C([O-])(=O)C. The product is [CH3:1][O:2][C:3](=[O:15])[C:4]1[CH:9]=[CH:8][C:7]([C:10]([F:13])([F:12])[F:11])=[CH:6][C:5]=1[CH:16]1[CH2:18][CH2:17]1. The yield is 0.710.